Dataset: Full USPTO retrosynthesis dataset with 1.9M reactions from patents (1976-2016). Task: Predict the reactants needed to synthesize the given product. (1) Given the product [CH2:1]([NH:16][CH2:9][C:10]1[CH:15]=[CH:14][CH:13]=[CH:12][CH:11]=1)[C:2]1[CH:7]=[CH:6][CH:5]=[CH:4][CH:3]=1, predict the reactants needed to synthesize it. The reactants are: [CH:1](=O)[C:2]1[CH:7]=[CH:6][CH:5]=[CH:4][CH:3]=1.[CH2:9]([NH2:16])[C:10]1[CH:15]=[CH:14][CH:13]=[CH:12][CH:11]=1.C(O)=O. (2) Given the product [F:1][C:2]1[CH:3]=[CH:4][C:5]([C:8]2[N:12]([CH2:13][O:14][CH2:15][CH2:16][Si:17]([CH3:19])([CH3:20])[CH3:18])[C:11]([CH2:21][N:22]([CH:38]3[C:47]4[N:46]=[CH:45][CH:44]=[CH:43][C:42]=4[CH2:41][CH2:40][CH2:39]3)[CH2:23][CH2:24][CH2:25][CH2:26][NH2:27])=[N:10][CH:9]=2)=[CH:6][CH:7]=1, predict the reactants needed to synthesize it. The reactants are: [F:1][C:2]1[CH:7]=[CH:6][C:5]([C:8]2[N:12]([CH2:13][O:14][CH2:15][CH2:16][Si:17]([CH3:20])([CH3:19])[CH3:18])[C:11]([CH2:21][N:22]([CH:38]3[C:47]4[N:46]=[CH:45][CH:44]=[CH:43][C:42]=4[CH2:41][CH2:40][CH2:39]3)[CH2:23][CH2:24][CH2:25][CH2:26][N:27]3C(=O)C4C(=CC=CC=4)C3=O)=[N:10][CH:9]=2)=[CH:4][CH:3]=1.O.NN. (3) Given the product [Cl:1][C:2]1[CH:3]=[C:4]([C:9]2([C:22]([F:25])([F:24])[F:23])[O:13][N:12]=[C:11]([C:14]3[CH:19]=[CH:18][C:17]([S:39][CH2:32][C:33]4[CH:38]=[CH:37][CH:36]=[CH:35][CH:34]=4)=[C:16]([CH3:21])[CH:15]=3)[CH2:10]2)[CH:5]=[C:6]([Cl:8])[CH:7]=1, predict the reactants needed to synthesize it. The reactants are: [Cl:1][C:2]1[CH:3]=[C:4]([C:9]2([C:22]([F:25])([F:24])[F:23])[O:13][N:12]=[C:11]([C:14]3[CH:19]=[CH:18][C:17](F)=[C:16]([CH3:21])[CH:15]=3)[CH2:10]2)[CH:5]=[C:6]([Cl:8])[CH:7]=1.C(=O)([O-])[O-].[K+].[K+].[CH2:32]([SH:39])[C:33]1[CH:38]=[CH:37][CH:36]=[CH:35][CH:34]=1.O. (4) Given the product [CH3:16][N:12]1[C:13](=[O:15])[C:14]2[C:6]([S:37][C:33]3[S:32][CH:36]=[CH:35][N:34]=3)=[C:7]([CH2:21][C:22]3[CH:27]=[CH:26][CH:25]=[CH:24][C:23]=3[C:28]([F:31])([F:30])[F:29])[S:8][C:9]=2[N:10]([CH:18]([CH3:20])[CH3:19])[C:11]1=[O:17], predict the reactants needed to synthesize it. The reactants are: C([Mg]Br)C.Br[C:6]1[C:14]2[C:13](=[O:15])[N:12]([CH3:16])[C:11](=[O:17])[N:10]([CH:18]([CH3:20])[CH3:19])[C:9]=2[S:8][C:7]=1[CH2:21][C:22]1[CH:27]=[CH:26][CH:25]=[CH:24][C:23]=1[C:28]([F:31])([F:30])[F:29].[S:32]1[CH:36]=[CH:35][N:34]=[C:33]1[S:37][S:37][C:33]1[S:32][CH:36]=[CH:35][N:34]=1.C(=O)(O)[O-].[Na+]. (5) Given the product [NH2:7][CH:8]([C:10]1[CH:11]=[C:12]([N:16]2[CH2:20][CH2:19][CH:18]([N:21]([CH3:22])[CH3:23])[CH2:17]2)[CH:13]=[CH:14][CH:15]=1)[CH3:9], predict the reactants needed to synthesize it. The reactants are: C(OC(=O)[NH:7][CH:8]([C:10]1[CH:15]=[CH:14][CH:13]=[C:12]([N:16]2[CH2:20][CH2:19][CH:18]([N:21]([CH3:23])[CH3:22])[CH2:17]2)[CH:11]=1)[CH3:9])(C)(C)C.Cl. (6) Given the product [NH2:9][C:8]1[N:7]=[C:5]([CH:2]2[CH2:4][CH2:3]2)[N:6]=[C:11]([OH:12])[CH:10]=1, predict the reactants needed to synthesize it. The reactants are: Cl.[CH:2]1([C:5]([NH2:7])=[NH:6])[CH2:4][CH2:3]1.[C:8]([CH2:10][C:11](OCC)=[O:12])#[N:9].CO.C[O-].[Na+]. (7) Given the product [Cl:24][C:21]1[CH:22]=[CH:23][C:14]([NH:1][C:2]2[CH:3]=[C:4]3[C:9](=[CH:10][CH:11]=2)[NH:8][C:7](=[O:12])[CH:6]=[CH:5]3)=[C:15]([CH:20]=1)[C:16]([O:18][CH3:19])=[O:17], predict the reactants needed to synthesize it. The reactants are: [NH2:1][C:2]1[CH:3]=[C:4]2[C:9](=[CH:10][CH:11]=1)[NH:8][C:7](=[O:12])[CH:6]=[CH:5]2.Br[C:14]1[CH:23]=[CH:22][C:21]([Cl:24])=[CH:20][C:15]=1[C:16]([O:18][CH3:19])=[O:17].C(=O)([O-])[O-].[Cs+].[Cs+].C1(C)C=CC=CC=1.